From a dataset of Catalyst prediction with 721,799 reactions and 888 catalyst types from USPTO. Predict which catalyst facilitates the given reaction. (1) Reactant: Br[C:2]1[S:14][C:13]2[C:12]3[CH:11]=[CH:10][C:9]([C:15]#[N:16])=[CH:8][C:7]=3[N:6]=[C:5]([NH:17][CH2:18][CH2:19][N:20]([CH3:22])[CH3:21])[C:4]=2[CH:3]=1.[C:23]1(B(O)O)[CH:28]=[CH:27][CH:26]=[CH:25][CH:24]=1.C(=O)([O-])[O-].[Cs+].[Cs+].O. Product: [CH3:21][N:20]([CH3:22])[CH2:19][CH2:18][NH:17][C:5]1[C:4]2[CH:3]=[C:2]([C:23]3[CH:28]=[CH:27][CH:26]=[CH:25][CH:24]=3)[S:14][C:13]=2[C:12]2[CH:11]=[CH:10][C:9]([C:15]#[N:16])=[CH:8][C:7]=2[N:6]=1. The catalyst class is: 75. (2) Reactant: [Br:1][C:2]1[CH:10]=[CH:9][C:8]([C:11]([F:14])([F:13])[F:12])=[CH:7][C:3]=1[C:4]([OH:6])=O.[CH:15]1[C:24]2[C:19](=[CH:20][CH:21]=[C:22]([C:25]3[CH:26]=[C:27]([CH:29]=[CH:30][C:31]=3[CH3:32])[NH2:28])[CH:23]=2)[CH:18]=[CH:17][N:16]=1.C(Cl)CCl.C1C=NC2N(O)N=NC=2C=1. Product: [Br:1][C:2]1[CH:10]=[CH:9][C:8]([C:11]([F:14])([F:13])[F:12])=[CH:7][C:3]=1[C:4]([NH:28][C:27]1[CH:29]=[CH:30][C:31]([CH3:32])=[C:25]([C:22]2[CH:23]=[C:24]3[C:19]([CH:18]=[CH:17][N:16]=[CH:15]3)=[CH:20][CH:21]=2)[CH:26]=1)=[O:6]. The catalyst class is: 31. (3) Reactant: [Br:1][C:2]1[CH:7]=[CH:6][C:5]([OH:8])=[C:4]([Cl:9])[CH:3]=1.C(=O)([O-])[O-].[K+].[K+].I[CH2:17][CH2:18][CH2:19][CH2:20][CH2:21][CH2:22][CH2:23][CH3:24]. Product: [Br:1][C:2]1[CH:7]=[CH:6][C:5]([O:8][CH2:17][CH2:18][CH2:19][CH2:20][CH2:21][CH2:22][CH2:23][CH3:24])=[C:4]([Cl:9])[CH:3]=1. The catalyst class is: 115. (4) Reactant: [F:1][C:2]([F:24])([F:23])[C:3]1[CH:4]=[CH:5][C:6]([O:9][C:10]2[CH:11]=[C:12]3[C:17](=[CH:18][CH:19]=2)[N:16]=[C:15]([C:20]([OH:22])=O)[CH:14]=[CH:13]3)=[N:7][CH:8]=1.F[B-](F)(F)F.N1(OC(N(C)C)=[N+](C)C)C2C=CC=CC=2N=N1.C(N(CC)CC)C.[CH:54]1([N:58]2[CH2:63][CH2:62][NH:61][CH2:60][CH2:59]2)[CH2:57][CH2:56][CH2:55]1. Product: [CH:54]1([N:58]2[CH2:63][CH2:62][N:61]([C:20]([C:15]3[CH:14]=[CH:13][C:12]4[C:17](=[CH:18][CH:19]=[C:10]([O:9][C:6]5[CH:5]=[CH:4][C:3]([C:2]([F:23])([F:1])[F:24])=[CH:8][N:7]=5)[CH:11]=4)[N:16]=3)=[O:22])[CH2:60][CH2:59]2)[CH2:57][CH2:56][CH2:55]1. The catalyst class is: 376. (5) The catalyst class is: 3. Product: [Br:1][C:2]1[N:3]([C:8]2[CH:13]=[C:12]([OH:22])[CH:11]=[C:10]([O:15][CH3:16])[C:9]=2[N+:17]([O-:19])=[O:18])[CH:4]=[C:5]([CH3:7])[N:6]=1. Reactant: [Br:1][C:2]1[N:3]([C:8]2[CH:13]=[C:12](F)[CH:11]=[C:10]([O:15][CH3:16])[C:9]=2[N+:17]([O-:19])=[O:18])[CH:4]=[C:5]([CH3:7])[N:6]=1.CS(CCO)(=O)=[O:22].[OH-].[K+].[Cl-].[NH4+].